Dataset: Rat liver microsome stability data. Task: Regression/Classification. Given a drug SMILES string, predict its absorption, distribution, metabolism, or excretion properties. Task type varies by dataset: regression for continuous measurements (e.g., permeability, clearance, half-life) or binary classification for categorical outcomes (e.g., BBB penetration, CYP inhibition). Dataset: rlm. (1) The drug is COc1ccc(C)cc1-n1nnnc1Sc1ncnc2scc(-c3ccc(Br)cc3)c12. The result is 1 (stable in rat liver microsomes). (2) The compound is CCn1ccc2c(N3CCOCC3)nc(-c3ccc(NC(=O)Nc4ccc(C(=O)NCCN(C)C)cc4)cc3)nc21. The result is 0 (unstable in rat liver microsomes).